Dataset: Catalyst prediction with 721,799 reactions and 888 catalyst types from USPTO. Task: Predict which catalyst facilitates the given reaction. Reactant: [NH2:1][CH2:2][CH2:3][O:4][CH2:5][CH2:6][O:7][C:8]1[CH:9]=[CH:10][C:11]2[C:12]3[S:21][C:20]([CH2:22][CH2:23][CH3:24])=[N:19][C:13]=3[C:14]([NH2:18])=[N:15][C:16]=2[CH:17]=1.C(N(CC)CC)C.[CH3:32][S:33](Cl)(=[O:35])=[O:34]. Product: [NH2:18][C:14]1[C:13]2[N:19]=[C:20]([CH2:22][CH2:23][CH3:24])[S:21][C:12]=2[C:11]2[CH:10]=[CH:9][C:8]([O:7][CH2:6][CH2:5][O:4][CH2:3][CH2:2][NH:1][S:33]([CH3:32])(=[O:35])=[O:34])=[CH:17][C:16]=2[N:15]=1. The catalyst class is: 22.